From a dataset of Catalyst prediction with 721,799 reactions and 888 catalyst types from USPTO. Predict which catalyst facilitates the given reaction. (1) Reactant: Cl[C:2]1[N:6]([CH3:7])[C:5]2[C:8]([I:19])=[CH:9][C:10]([C:12]3[C:13]([CH3:18])=[N:14][O:15][C:16]=3[CH3:17])=[CH:11][C:4]=2[N:3]=1.[Na]. Product: [I:19][C:8]1[C:5]2[N:6]([CH3:7])[C:2]([O:15][CH:16]([CH3:17])[CH3:12])=[N:3][C:4]=2[CH:11]=[C:10]([C:12]2[C:13]([CH3:18])=[N:14][O:15][C:16]=2[CH3:17])[CH:9]=1. The catalyst class is: 32. (2) Reactant: [CH2:1]1OCCOCCOCCOCCOCCO[CH2:2]1.C[Si]([N-][Si](C)(C)C)(C)C.[K+].[C:29]1([CH2:35][CH:36]=O)[CH:34]=[CH:33][CH:32]=[CH:31][CH:30]=1.[NH4+].[Cl-]. Product: [CH2:35]([C:29]1[CH:34]=[CH:33][CH:32]=[CH:31][CH:30]=1)/[CH:36]=[CH:1]\[CH3:2]. The catalyst class is: 1. (3) Reactant: [OH:1][C:2]1[CH:7]=[CH:6][C:5]([C:8]2[CH:13]=[CH:12][CH:11]=[CH:10][C:9]=2[CH3:14])=[CH:4][C:3]=1[CH:15]=[O:16].[OH:17][CH2:18][CH2:19][CH2:20]O.C1(C)C=CC(S(O)(=O)=O)=CC=1. Product: [O:16]1[CH2:20][CH2:19][CH2:18][O:17][CH:15]1[C:3]1[CH:4]=[C:5]([C:8]2[CH:13]=[CH:12][CH:11]=[CH:10][C:9]=2[CH3:14])[CH:6]=[CH:7][C:2]=1[OH:1]. The catalyst class is: 11.